Task: Predict the product of the given reaction.. Dataset: Forward reaction prediction with 1.9M reactions from USPTO patents (1976-2016) (1) Given the reactants [CH2:1]([C@@H:8]1[NH:13][CH2:12][CH2:11][N:10]([C:14]2[CH:19]=[CH:18][C:17]([O:20][CH3:21])=[C:16]([O:22][CH:23]3[CH2:26][CH2:25][CH2:24]3)[CH:15]=2)[CH2:9]1)[C:2]1[CH:7]=[CH:6][CH:5]=[CH:4][CH:3]=1.C[O:28][C:29](=O)[CH2:30][C:31]1[O:35][N:34]=[C:33]([CH3:36])[N:32]=1, predict the reaction product. The product is: [CH2:1]([C@H:8]1[CH2:9][N:10]([C:14]2[CH:19]=[CH:18][C:17]([O:20][CH3:21])=[C:16]([O:22][CH:23]3[CH2:26][CH2:25][CH2:24]3)[CH:15]=2)[CH2:11][CH2:12][N:13]1[C:29](=[O:28])[CH2:30][C:31]1[O:35][N:34]=[C:33]([CH3:36])[N:32]=1)[C:2]1[CH:3]=[CH:4][CH:5]=[CH:6][CH:7]=1. (2) Given the reactants Cl.[Cl:2][C:3]1[CH:33]=[CH:32][C:31]([O:34]C)=[CH:30][C:4]=1[C:5]([NH:7][C:8]1[CH:9]=[N:10][C:11]([NH:14][C:15]2[CH:20]=[CH:19][C:18]([C:21]([N:23]3[CH2:28][CH2:27][N:26]([CH3:29])[CH2:25][CH2:24]3)=[O:22])=[CH:17][CH:16]=2)=[N:12][CH:13]=1)=[O:6].B(Br)(Br)Br, predict the reaction product. The product is: [Cl:2][C:3]1[CH:33]=[CH:32][C:31]([OH:34])=[CH:30][C:4]=1[C:5]([NH:7][C:8]1[CH:9]=[N:10][C:11]([NH:14][C:15]2[CH:20]=[CH:19][C:18]([C:21]([N:23]3[CH2:28][CH2:27][N:26]([CH3:29])[CH2:25][CH2:24]3)=[O:22])=[CH:17][CH:16]=2)=[N:12][CH:13]=1)=[O:6]. (3) Given the reactants [Br:1][C:2]1[CH:7]=[CH:6][C:5]([NH:8]N)=[CH:4][CH:3]=1.[CH3:10][CH:11]([CH3:15])[C:12](=O)[CH3:13], predict the reaction product. The product is: [Br:1][C:2]1[CH:7]=[C:6]2[C:5](=[CH:4][CH:3]=1)[N:8]=[C:12]([CH3:13])[C:11]2([CH3:15])[CH3:10]. (4) Given the reactants [CH3:1][N:2]1[CH2:7][CH2:6][C:5]([CH3:11])([C:8](O)=[O:9])[CH2:4][CH2:3]1.O=S(Cl)[Cl:14], predict the reaction product. The product is: [CH3:1][N:2]1[CH2:7][CH2:6][C:5]([CH3:11])([C:8]([Cl:14])=[O:9])[CH2:4][CH2:3]1. (5) The product is: [CH2:11]([O:13][C:14]1[CH:15]=[C:16]([CH:22]=[C:23]([O:26][CH2:27][CH3:28])[C:24]=1[I:25])[CH:17]=[O:18])[CH3:12]. Given the reactants [H-].C([Al+]CC(C)C)C(C)C.[CH2:11]([O:13][C:14]1[CH:15]=[C:16]([CH:22]=[C:23]([O:26][CH2:27][CH3:28])[C:24]=1[I:25])[C:17](OCC)=[O:18])[CH3:12].O.O.O.O.O.O.O.O.O.O.S([O-])([O-])(=O)=O.[Na+].[Na+], predict the reaction product.